From a dataset of Catalyst prediction with 721,799 reactions and 888 catalyst types from USPTO. Predict which catalyst facilitates the given reaction. Reactant: [C:1]1([CH:7]2[CH2:11][NH:10][CH2:9][CH:8]2[CH2:12][OH:13])[CH:6]=[CH:5][CH:4]=[CH:3][CH:2]=1.CN(C(ON1N=NC2C=CC=CC1=2)=[N+](C)C)C.[B-](F)(F)(F)F.C(N(C(C)C)C(C)C)C.[N:45]1[CH:50]=[CH:49][CH:48]=[CH:47][C:46]=1[C:51]1[O:55][N:54]=[CH:53][C:52]=1[C:56](O)=[O:57]. Product: [C:1]1([C@@H:7]2[CH2:11][N:10]([C:56]([C:52]3[CH:53]=[N:54][O:55][C:51]=3[C:46]3[CH:47]=[CH:48][CH:49]=[CH:50][N:45]=3)=[O:57])[CH2:9][CH:8]2[CH2:12][OH:13])[CH:2]=[CH:3][CH:4]=[CH:5][CH:6]=1. The catalyst class is: 3.